Dataset: Reaction yield outcomes from USPTO patents with 853,638 reactions. Task: Predict the reaction yield, written as a fraction of the theoretical maximum amount of product (1.0 means a 100% yield; for example, 0.34 means a 34% yield). (1) The yield is 0.410. The reactants are [CH:1]1([CH2:4][O:5][C:6]2[N:11]=[C:10]([C:12]([OH:14])=O)[CH:9]=[CH:8][C:7]=2[N:15]2[CH2:18][C:17]([F:20])([F:19])[CH2:16]2)[CH2:3][CH2:2]1.Cl.[NH2:22][C:23]1([CH2:39][C:40]([NH2:42])=[O:41])[CH2:28][CH2:27][N:26]([C:29]([O:31][CH2:32][C:33]2[CH:38]=[CH:37][CH:36]=[CH:35][CH:34]=2)=[O:30])[CH2:25][CH2:24]1.CN(C(ON1N=NC2C=CC=CC1=2)=[N+](C)C)C.[B-](F)(F)(F)F.CCN(C(C)C)C(C)C. The product is [NH2:42][C:40](=[O:41])[CH2:39][C:23]1([NH:22][C:12]([C:10]2[CH:9]=[CH:8][C:7]([N:15]3[CH2:18][C:17]([F:20])([F:19])[CH2:16]3)=[C:6]([O:5][CH2:4][CH:1]3[CH2:2][CH2:3]3)[N:11]=2)=[O:14])[CH2:24][CH2:25][N:26]([C:29]([O:31][CH2:32][C:33]2[CH:38]=[CH:37][CH:36]=[CH:35][CH:34]=2)=[O:30])[CH2:27][CH2:28]1. No catalyst specified. (2) The reactants are [NH2:1][C:2]1[CH:7]=[CH:6][C:5]([N:8]2[C:14](=[O:15])[CH2:13][C:12](=[O:16])[NH:11][C:10]3[C:17]4[C:22]([CH:23]=[CH:24][C:9]2=3)=[CH:21][CH:20]=[CH:19][CH:18]=4)=[CH:4][CH:3]=1.[Cl:25][C:26]1[CH:34]=[CH:33][CH:32]=[CH:31][C:27]=1[C:28](Cl)=[O:29].C(NCC1C=CC(N2C(=O)CC(=O)NC3C4C(C=CC2=3)=CC=CC=4)=CC=1)(=O)C1C=CC=CC=1. No catalyst specified. The product is [Cl:25][C:26]1[CH:34]=[CH:33][CH:32]=[CH:31][C:27]=1[C:28]([NH:1][C:2]1[CH:7]=[CH:6][C:5]([N:8]2[C:14](=[O:15])[CH2:13][C:12](=[O:16])[NH:11][C:10]3[C:17]4[C:22]([CH:23]=[CH:24][C:9]2=3)=[CH:21][CH:20]=[CH:19][CH:18]=4)=[CH:4][CH:3]=1)=[O:29]. The yield is 0.300. (3) The reactants are Br[CH:2]1[CH:6]([Br:7])[C:5]2[CH:8]=[C:9]([CH:12]=[O:13])[CH:10]=[CH:11][C:4]=2[O:3]1.[OH-].[K+]. The catalyst is C(O)C.O. The product is [Br:7][C:6]1[C:5]2[CH:8]=[C:9]([CH:12]=[O:13])[CH:10]=[CH:11][C:4]=2[O:3][CH:2]=1. The yield is 0.780. (4) The reactants are [F:1][C:2]1[CH:16]=[CH:15][C:5]([C:6]([C:8]2[CH:13]=[CH:12][C:11]([F:14])=[CH:10][CH:9]=2)=O)=[CH:4][CH:3]=1.Cl.CN.[CH2:20]([N:22](CC)CC)C.[BH4-].[Na+]. The catalyst is C(O)C.CC(C)[O-].[Ti+4].CC(C)[O-].CC(C)[O-].CC(C)[O-]. The product is [F:1][C:2]1[CH:16]=[CH:15][C:5]([CH:6]([NH:22][CH3:20])[C:8]2[CH:13]=[CH:12][C:11]([F:14])=[CH:10][CH:9]=2)=[CH:4][CH:3]=1. The yield is 0.910.